Dataset: Full USPTO retrosynthesis dataset with 1.9M reactions from patents (1976-2016). Task: Predict the reactants needed to synthesize the given product. (1) Given the product [Cl:7][C:8]1[CH:9]=[C:10]([Cl:17])[N:11]=[CH:12][C:13]=1[C:14]([N:25]([CH2:26][CH2:27][OH:28])[CH3:24])=[O:16], predict the reactants needed to synthesize it. The reactants are: C(Cl)(=O)C(Cl)=O.[Cl:7][C:8]1[C:13]([C:14]([OH:16])=O)=[CH:12][N:11]=[C:10]([Cl:17])[CH:9]=1.O1CCOCC1.[CH3:24][NH:25][CH2:26][CH2:27][OH:28].C(N(CC)CC)C. (2) Given the product [NH2:5][C:6]1[CH:7]=[CH:8][C:9]([CH2:12][CH2:13][C:14]([O:16][CH3:17])=[O:15])=[CH:10][CH:11]=1, predict the reactants needed to synthesize it. The reactants are: S(Cl)(Cl)=O.[NH2:5][C:6]1[CH:11]=[CH:10][C:9]([CH2:12][CH2:13][C:14]([OH:16])=[O:15])=[CH:8][CH:7]=1.[CH3:17]O. (3) Given the product [CH3:40][N:39]([CH3:41])[CH2:38][CH2:37][NH:36][S:33]([C:29]1[CH:28]=[C:27]([NH:26][C:12]([C:11]2[CH:10]=[N:9][N:8]3[C:3]([CH:2]([F:25])[F:1])=[CH:4][C:5]([C:15]4[CH:16]=[CH:17][C:18]([C:21]([F:24])([F:23])[F:22])=[CH:19][CH:20]=4)=[N:6][C:7]=23)=[O:13])[CH:32]=[CH:31][CH:30]=1)(=[O:35])=[O:34], predict the reactants needed to synthesize it. The reactants are: [F:1][CH:2]([F:25])[C:3]1[N:8]2[N:9]=[CH:10][C:11]([C:12](O)=[O:13])=[C:7]2[N:6]=[C:5]([C:15]2[CH:20]=[CH:19][C:18]([C:21]([F:24])([F:23])[F:22])=[CH:17][CH:16]=2)[CH:4]=1.[NH2:26][C:27]1[CH:28]=[C:29]([S:33]([NH:36][CH2:37][CH2:38][N:39]([CH3:41])[CH3:40])(=[O:35])=[O:34])[CH:30]=[CH:31][CH:32]=1. (4) Given the product [Cl:66][C:67]1[C:72]([Cl:73])=[CH:71][CH:70]=[CH:69][C:68]=1[CH2:74][NH:75][C:20](=[O:22])[CH2:19][CH2:18][N:15]1[CH2:16][CH2:17][CH:12]([NH:11][CH2:10][C@H:9]([OH:8])[C:23]2[CH:32]=[CH:31][C:30]([OH:33])=[C:29]3[C:24]=2[CH:25]=[CH:26][C:27](=[O:34])[NH:28]3)[CH2:13][CH2:14]1, predict the reactants needed to synthesize it. The reactants are: [Si]([O:8][C@H:9]([C:23]1[CH:32]=[CH:31][C:30]([OH:33])=[C:29]2[C:24]=1[CH:25]=[CH:26][C:27](=[O:34])[NH:28]2)[CH2:10][NH:11][CH:12]1[CH2:17][CH2:16][N:15]([CH2:18][CH2:19][C:20]([OH:22])=O)[CH2:14][CH2:13]1)(C(C)(C)C)(C)C.CN(C(ON1N=NC2C=CC=NC1=2)=[N+](C)C)C.F[P-](F)(F)(F)(F)F.C(N(CC)CC)C.[Cl:66][C:67]1[C:72]([Cl:73])=[CH:71][CH:70]=[CH:69][C:68]=1[CH2:74][NH2:75]. (5) Given the product [CH2:1]([C:5]1[O:6][C:7]2[CH:13]=[CH:12][C:11]([CH:14]=[O:15])=[CH:10][C:8]=2[N:9]=1)[CH2:2][CH:3]=[CH2:4], predict the reactants needed to synthesize it. The reactants are: [CH2:1]([C:5]1[O:6][C:7]2[CH:13]=[CH:12][C:11]([CH2:14][OH:15])=[CH:10][C:8]=2[N:9]=1)[CH2:2][CH:3]=[CH2:4].CC(OI1(OC(C)=O)(OC(C)=O)OC(=O)C2C=CC=CC1=2)=O. (6) Given the product [Cl:1][C:2]1[CH:3]=[C:4]([C:10]([F:13])([F:12])[F:11])[CH:5]=[C:6]([Cl:9])[C:7]=1[N:18]1[C:19]2[C:24](=[CH:23][CH:22]=[CH:21][CH:20]=2)[C:16]([CH:14]=[O:15])=[CH:17]1, predict the reactants needed to synthesize it. The reactants are: [Cl:1][C:2]1[CH:3]=[C:4]([C:10]([F:13])([F:12])[F:11])[CH:5]=[C:6]([Cl:9])[C:7]=1F.[CH:14]([C:16]1[C:24]2[C:19](=[CH:20][CH:21]=[CH:22][CH:23]=2)[NH:18][CH:17]=1)=[O:15].C(=O)([O-])[O-].[K+].[K+]. (7) Given the product [OH:39][C@@H:38]([C:40]1[CH:45]=[CH:44][CH:43]=[CH:42][CH:41]=1)[CH2:37][NH:36][C:16]([C@@H:9]1[CH2:10][C:11](=[N:13][O:14][CH3:15])[CH2:12][N:8]1[C:6]([C:30]1[CH:29]=[CH:28][C:27]([C:22]2[CH:23]=[CH:24][CH:25]=[CH:26][C:21]=2[O:20][CH3:19])=[CH:32][CH:31]=1)=[O:7])=[O:18], predict the reactants needed to synthesize it. The reactants are: C(O[C:6]([N:8]1[CH2:12][C:11](=[N:13][O:14][CH3:15])[CH2:10][C@H:9]1[C:16]([OH:18])=O)=[O:7])(C)(C)C.[CH3:19][O:20][C:21]1[CH:26]=[CH:25][CH:24]=[CH:23][C:22]=1[C:27]1[CH:32]=[CH:31][C:30](C(O)=O)=[CH:29][CH:28]=1.[NH2:36][CH2:37][C@H:38]([C:40]1[CH:45]=[CH:44][CH:43]=[CH:42][CH:41]=1)[OH:39]. (8) Given the product [C:25]([CH2:24][CH2:23][CH2:22][N:12]1[CH2:13][CH2:14][N:9]([C:4]2[CH:5]=[CH:6][CH:7]=[CH:8][C:3]=2[O:2][CH3:1])[CH2:10][CH2:11]1)#[N:26], predict the reactants needed to synthesize it. The reactants are: [CH3:1][O:2][C:3]1[CH:8]=[CH:7][CH:6]=[CH:5][C:4]=1[N:9]1[CH2:14][CH2:13][NH:12][CH2:11][CH2:10]1.C([O-])([O-])=O.[K+].[K+].Br[CH2:22][CH2:23][CH2:24][C:25]#[N:26].